This data is from Forward reaction prediction with 1.9M reactions from USPTO patents (1976-2016). The task is: Predict the product of the given reaction. (1) Given the reactants [NH2:1][NH:2][C:3]([C:5]1[C:10]([Br:11])=[CH:9][CH:8]=[CH:7][N:6]=1)=[NH:4].[CH3:12][O:13][C:14]1[CH:21]=[CH:20][C:17]([CH:18]=O)=[C:16]([OH:22])[CH:15]=1, predict the reaction product. The product is: [Br:11][C:10]1[C:5]([C:3]2[N:4]=[C:18]([C:17]3[CH:20]=[CH:21][C:14]([O:13][CH3:12])=[CH:15][C:16]=3[OH:22])[NH:1][N:2]=2)=[N:6][CH:7]=[CH:8][CH:9]=1. (2) Given the reactants [Cl:1][C:2]1[N:3]=[C:4]2[C:9](=[CH:10][CH:11]=1)[N:8]=[CH:7][C:6]([C:12](=[O:14])[CH3:13])=[C:5]2[NH:15][C@H:16]1[CH2:21][CH2:20][C@H:19]([CH2:22][N:23]([CH3:25])[CH3:24])[CH2:18][CH2:17]1.[Cl:26][C:27]1[CH:32]=[C:31](B2OC(C)(C)C(C)(C)O2)[CH:30]=[C:29]([F:42])[C:28]=1[OH:43].C1(N)C(F)=C(F)C(F)=C(N)C=1F.Cl.Cl, predict the reaction product. The product is: [ClH:1].[ClH:26].[Cl:26][C:27]1[CH:32]=[C:31]([C:2]2[N:3]=[C:4]3[C:9](=[CH:10][CH:11]=2)[N:8]=[CH:7][C:6]([C:12](=[O:14])[CH3:13])=[C:5]3[NH:15][C@H:16]2[CH2:21][CH2:20][C@H:19]([CH2:22][N:23]([CH3:25])[CH3:24])[CH2:18][CH2:17]2)[CH:30]=[C:29]([F:42])[C:28]=1[OH:43].